This data is from Reaction yield outcomes from USPTO patents with 853,638 reactions. The task is: Predict the reaction yield, written as a fraction of the theoretical maximum amount of product (1.0 means a 100% yield; for example, 0.34 means a 34% yield). (1) The reactants are S(Cl)([Cl:4])(=O)=O.[CH2:6]([O:8][C:9](=[O:18])[CH2:10][C:11](=[O:17])[C:12]([CH3:16])([CH3:15])[CH:13]=[CH2:14])[CH3:7]. The catalyst is C(Cl)(Cl)Cl. The product is [CH2:6]([O:8][C:9](=[O:18])[CH:10]([Cl:4])[C:11](=[O:17])[C:12]([CH3:16])([CH3:15])[CH:13]=[CH2:14])[CH3:7]. The yield is 0.930. (2) The reactants are [C:1]([C:3]1[C:8]([CH2:9][C:10]([O:12][CH2:13][CH3:14])=[O:11])=[CH:7][N:6]=[CH:5][N:4]=1)#[CH:2].Cl[C:16]1[C:21]([C:22]([F:25])([F:24])[F:23])=[CH:20][N:19]=[C:18]([NH:26][C:27]2[CH:32]=[CH:31][C:30]([CH:33]3[CH2:38][CH2:37][N:36]([C:39]([O:41][C:42]([CH3:45])([CH3:44])[CH3:43])=[O:40])[CH2:35][CH2:34]3)=[CH:29][CH:28]=2)[N:17]=1.C(N(CC)CC)C.F[B-](F)(F)F.C([PH+](C(C)(C)C)C(C)(C)C)(C)(C)C. The catalyst is CN(C=O)C.Cl[Pd](Cl)([P](C1C=CC=CC=1)(C1C=CC=CC=1)C1C=CC=CC=1)[P](C1C=CC=CC=1)(C1C=CC=CC=1)C1C=CC=CC=1. The product is [CH2:13]([O:12][C:10](=[O:11])[CH2:9][C:8]1[C:3]([C:1]#[C:2][C:20]2[C:21]([C:22]([F:23])([F:24])[F:25])=[CH:16][N:17]=[C:18]([NH:26][C:27]3[CH:32]=[CH:31][C:30]([CH:33]4[CH2:34][CH2:35][N:36]([C:39]([O:41][C:42]([CH3:45])([CH3:44])[CH3:43])=[O:40])[CH2:37][CH2:38]4)=[CH:29][CH:28]=3)[N:19]=2)=[N:4][CH:5]=[N:6][CH:7]=1)[CH3:14]. The yield is 0.270.